This data is from Full USPTO retrosynthesis dataset with 1.9M reactions from patents (1976-2016). The task is: Predict the reactants needed to synthesize the given product. (1) Given the product [O:15]=[C:13]1[C:6]2[CH:5]=[CH:4][CH:3]=[CH:2][C:1]=2[S:7][C:8]2([CH2:9][CH2:10][CH2:11]2)[CH2:12]1, predict the reactants needed to synthesize it. The reactants are: [C:1]1([S:7][C:8]2([CH2:12][C:13]([OH:15])=O)[CH2:11][CH2:10][CH2:9]2)[CH:6]=[CH:5][CH:4]=[CH:3][CH:2]=1.P(Cl)(Cl)(Cl)(Cl)Cl. (2) Given the product [F:11][C:8]1[CH:9]=[CH:10][C:5]([C:4]([O:3][CH2:1][CH3:2])=[O:13])=[CH:6][C:7]=1[O:12][C:17]1[CH:22]=[N:21][CH:20]=[CH:19][N:18]=1, predict the reactants needed to synthesize it. The reactants are: [CH2:1]([O:3][C:4](=[O:13])[C:5]1[CH:10]=[CH:9][C:8]([F:11])=[C:7]([OH:12])[CH:6]=1)[CH3:2].[H-].[Na+].Cl[C:17]1[CH:22]=[N:21][CH:20]=[CH:19][N:18]=1.[Na+].[Cl-]. (3) Given the product [CH2:1]([O:8][C:9]1[CH:14]=[CH:13][CH:12]=[CH:11][C:10]=1[C:15]1[N:35]([C:32]2[CH:33]=[CH:34][C:29]([CH:26]([CH3:28])[CH3:27])=[CH:30][CH:31]=2)[C:17](=[O:16])[C:18]2[CH2:24][CH2:23][CH2:22][CH2:21][C:19]=2[N:20]=1)[C:2]1[CH:3]=[CH:4][CH:5]=[CH:6][CH:7]=1, predict the reactants needed to synthesize it. The reactants are: [CH2:1]([O:8][C:9]1[CH:14]=[CH:13][CH:12]=[CH:11][C:10]=1[C:15]1[O:16][C:17](=O)[C:18]2[CH2:24][CH2:23][CH2:22][CH2:21][C:19]=2[N:20]=1)[C:2]1[CH:7]=[CH:6][CH:5]=[CH:4][CH:3]=1.[CH:26]([C:29]1[CH:34]=[CH:33][C:32]([NH2:35])=[CH:31][CH:30]=1)([CH3:28])[CH3:27].O.[OH-].[Na+]. (4) Given the product [Cl:14][C:13]1[C:8]([C:5]2[CH:6]=[N:7][C:2]([Cl:1])=[C:3]([NH:16][CH2:17][CH:18]3[CH2:23][CH2:22][O:21][CH2:20][CH2:19]3)[N:4]=2)=[CH:9][C:10]([NH:24][C@H:25]2[CH2:30][CH2:29][C@H:28]([OH:31])[CH2:27][CH2:26]2)=[N:11][CH:12]=1, predict the reactants needed to synthesize it. The reactants are: [Cl:1][C:2]1[C:3]([NH:16][CH2:17][CH:18]2[CH2:23][CH2:22][O:21][CH2:20][CH2:19]2)=[N:4][C:5]([C:8]2[C:13]([Cl:14])=[CH:12][N:11]=[C:10](F)[CH:9]=2)=[CH:6][N:7]=1.[NH2:24][C@H:25]1[CH2:30][CH2:29][C@H:28]([OH:31])[CH2:27][CH2:26]1. (5) Given the product [Cl:3][C:4]1[N:9]=[C:8]([N:10]([CH2:20][C:21]2[CH:26]=[CH:25][C:24]([O:27][CH3:28])=[CH:23][CH:22]=2)[C@H:11]([C:13]2[CH:14]=[CH:15][CH:16]=[CH:17][CH:18]=2)[CH3:12])[CH:7]=[CH:6][N:5]=1, predict the reactants needed to synthesize it. The reactants are: [H-].[Na+].[Cl:3][C:4]1[N:9]=[C:8]([NH:10][C@H:11]([C:13]2[CH:18]=[CH:17][CH:16]=[CH:15][CH:14]=2)[CH3:12])[CH:7]=[CH:6][N:5]=1.Cl[CH2:20][C:21]1[CH:26]=[CH:25][C:24]([O:27][CH3:28])=[CH:23][CH:22]=1.O. (6) Given the product [CH3:1][O:2][C:3]([C:4]1[CH:5]=[C:6]2[C:7](=[CH:8][CH:9]=1)[NH:10][CH:18]([C:17]1[CH:20]=[C:13]([Br:12])[CH:14]=[CH:15][C:16]=1[Cl:21])[CH2:3][C:4]2([CH3:9])[CH3:5])=[O:11], predict the reactants needed to synthesize it. The reactants are: [CH3:1][O:2][C:3](=[O:11])[C:4]1[CH:9]=[CH:8][C:7]([NH2:10])=[CH:6][CH:5]=1.[Br:12][C:13]1[CH:14]=[CH:15][C:16]([Cl:21])=[C:17]([CH:20]=1)[CH:18]=O.FC(F)(F)S([O-])(=O)=O.[Yb+3].FC(F)(F)S([O-])(=O)=O.FC(F)(F)S([O-])(=O)=O.